The task is: Predict the reactants needed to synthesize the given product.. This data is from Full USPTO retrosynthesis dataset with 1.9M reactions from patents (1976-2016). (1) Given the product [F:21][C:22]1[CH:27]=[CH:26][C:25]([NH:28][C:29]([N:10]2[CH2:11][CH2:12][C:13]3[C:18](=[CH:17][CH:16]=[CH:15][CH:14]=3)[CH:9]2[C:6]2[CH:7]=[N:8][C:3]([C:2]([F:1])([F:19])[F:20])=[CH:4][CH:5]=2)=[O:30])=[CH:24][CH:23]=1, predict the reactants needed to synthesize it. The reactants are: [F:1][C:2]([F:20])([F:19])[C:3]1[N:8]=[CH:7][C:6]([CH:9]2[C:18]3[C:13](=[CH:14][CH:15]=[CH:16][CH:17]=3)[CH2:12][CH2:11][NH:10]2)=[CH:5][CH:4]=1.[F:21][C:22]1[CH:27]=[CH:26][C:25]([N:28]=[C:29]=[O:30])=[CH:24][CH:23]=1. (2) Given the product [NH2:1][C:2]1[N:10]=[C:9]([O:11][CH2:12][CH2:13][O:14][CH3:15])[N:8]=[C:7]2[C:3]=1[N:4]=[C:5]([OH:29])[N:6]2[CH2:16][C:17]1[CH:18]=[C:19]([P:23](=[O:24])([OH:28])[OH:27])[CH:20]=[CH:21][CH:22]=1, predict the reactants needed to synthesize it. The reactants are: [NH2:1][C:2]1[N:10]=[C:9]([O:11][CH2:12][CH2:13][O:14][CH3:15])[N:8]=[C:7]2[C:3]=1[N:4]=[C:5]([OH:29])[N:6]2[CH2:16][C:17]1[CH:18]=[C:19]([P:23](=[O:28])([OH:27])[O:24]CC)[CH:20]=[CH:21][CH:22]=1.Br[Si](C)(C)C.